Dataset: Full USPTO retrosynthesis dataset with 1.9M reactions from patents (1976-2016). Task: Predict the reactants needed to synthesize the given product. (1) Given the product [CH:1]1([C:4]2[CH:5]=[C:6]([CH3:32])[C:7]([N:10]3[CH2:15][CH2:14][N:13]([C:16]([C:18]4[CH:19]=[CH:20][C:21]([N:24]5[C@H:28]([CH2:29][O:30][CH3:33])[CH2:27][O:26][C:25]5=[O:31])=[N:22][CH:23]=4)=[O:17])[CH2:12][CH2:11]3)=[N:8][CH:9]=2)[CH2:2][CH2:3]1, predict the reactants needed to synthesize it. The reactants are: [CH:1]1([C:4]2[CH:5]=[C:6]([CH3:32])[C:7]([N:10]3[CH2:15][CH2:14][N:13]([C:16]([C:18]4[CH:19]=[CH:20][C:21]([N:24]5[C@H:28]([CH2:29][OH:30])[CH2:27][O:26][C:25]5=[O:31])=[N:22][CH:23]=4)=[O:17])[CH2:12][CH2:11]3)=[N:8][CH:9]=2)[CH2:3][CH2:2]1.[CH3:33]I. (2) Given the product [NH2:14][C:10]1[CH:9]=[C:8]([C:5]2[C:4]([C:17]#[N:18])=[CH:3][C:2]([F:1])=[CH:7][CH:6]=2)[CH:13]=[CH:12][CH:11]=1, predict the reactants needed to synthesize it. The reactants are: [F:1][C:2]1[CH:3]=[C:4]([C:17]#[N:18])[C:5]([C:8]2[CH:13]=[CH:12][CH:11]=[C:10]([N+:14]([O-])=O)[CH:9]=2)=[CH:6][CH:7]=1.[Sn](Cl)Cl. (3) The reactants are: [C:1]1([C@@H:7]2[CH2:9][C@H:8]2[NH2:10])[CH:6]=[CH:5][CH:4]=[CH:3][CH:2]=1.[C:11]([CH2:13][C:14]1([N:25]2[CH2:30][CH2:29][C:28](=O)[CH2:27][CH2:26]2)[CH2:17][N:16]([C:18]([O:20][C:21]([CH3:24])([CH3:23])[CH3:22])=[O:19])[CH2:15]1)#[N:12].C(O)(=O)C.C(O[BH-](OC(=O)C)OC(=O)C)(=O)C.[Na+]. Given the product [C:11]([CH2:13][C:14]1([N:25]2[CH2:26][CH2:27][CH:28]([NH:10][C@@H:8]3[CH2:9][C@H:7]3[C:1]3[CH:6]=[CH:5][CH:4]=[CH:3][CH:2]=3)[CH2:29][CH2:30]2)[CH2:15][N:16]([C:18]([O:20][C:21]([CH3:24])([CH3:23])[CH3:22])=[O:19])[CH2:17]1)#[N:12], predict the reactants needed to synthesize it.